From a dataset of Full USPTO retrosynthesis dataset with 1.9M reactions from patents (1976-2016). Predict the reactants needed to synthesize the given product. (1) Given the product [CH2:16]([O:8][C:5]1[CH:6]=[CH:7][C:2]([Br:1])=[C:3]([CH3:9])[CH:4]=1)[C:17]1[CH:22]=[CH:21][CH:20]=[CH:19][CH:18]=1, predict the reactants needed to synthesize it. The reactants are: [Br:1][C:2]1[CH:7]=[CH:6][C:5]([OH:8])=[CH:4][C:3]=1[CH3:9].C(=O)([O-])[O-].[Cs+].[Cs+].[CH2:16](Br)[C:17]1[CH:22]=[CH:21][CH:20]=[CH:19][CH:18]=1. (2) Given the product [Cl:12][C:13]1[N:18]=[CH:17][C:16]([CH2:19][N:20]([CH2:21][CH:22]([F:24])[F:23])[C:6]2[CH2:7][O:8][C:9](=[O:10])[CH:5]=2)=[CH:15][CH:14]=1, predict the reactants needed to synthesize it. The reactants are: COC([C:5]1[C:9](=[O:10])[O:8][CH2:7][C:6]=1O)=O.[Cl:12][C:13]1[N:18]=[CH:17][C:16]([CH2:19][NH:20][CH2:21][CH:22]([F:24])[F:23])=[CH:15][CH:14]=1.S([O-])(O)(=O)=O.[K+].O. (3) Given the product [CH3:1][C:4]1([CH2:10][CH2:11][OH:12])[O:9][CH2:8][CH2:7][CH2:6][O:5]1, predict the reactants needed to synthesize it. The reactants are: [CH2:1]([C:4]1([CH2:10][CH2:11][OH:12])[O:9][CH2:8][CH2:7][CH2:6][O:5]1)CC.C(OCC)(=O)CC(C)=O.